Dataset: Catalyst prediction with 721,799 reactions and 888 catalyst types from USPTO. Task: Predict which catalyst facilitates the given reaction. (1) Reactant: [OH:1][C:2]1[CH:3]=[C:4]([C:12]2[CH:13]=[C:14]([CH3:20])[C:15](=[O:19])[N:16]([CH3:18])[CH:17]=2)[CH:5]=[C:6]([S:8]([CH3:11])(=[O:10])=[O:9])[CH:7]=1.[CH2:21](Br)[C:22]1[CH:27]=[CH:26][CH:25]=[CH:24][CH:23]=1.C([O-])([O-])=O.[Na+].[Na+]. Product: [CH3:18][N:16]1[CH:17]=[C:12]([C:4]2[CH:3]=[C:2]([O:1][CH2:21][C:22]3[CH:27]=[CH:26][CH:25]=[CH:24][CH:23]=3)[CH:7]=[C:6]([S:8]([CH3:11])(=[O:10])=[O:9])[CH:5]=2)[CH:13]=[C:14]([CH3:20])[C:15]1=[O:19]. The catalyst class is: 3. (2) Reactant: Cl.[C:2]([NH2:10])(=[NH:9])[C:3]1[CH:8]=[CH:7][CH:6]=[CH:5][CH:4]=1.C(=O)([O-])[O-].[Na+].[Na+].CO[CH:19]=[CH:20][C:21](=O)[C:22]([O:26][CH3:27])([O:24][CH3:25])[CH3:23]. Product: [CH3:25][O:24][C:22]([C:21]1[CH:20]=[CH:19][N:10]=[C:2]([C:3]2[CH:8]=[CH:7][CH:6]=[CH:5][CH:4]=2)[N:9]=1)([O:26][CH3:27])[CH3:23]. The catalyst class is: 13. (3) Reactant: [CH3:1][C:2]1[NH:6][C:5]([C:7]2[CH:12]=[CH:11][C:10]([O:13][C:14]([F:17])([F:16])[F:15])=[CH:9][CH:8]=2)=[N:4][C:3]=1[C:18]([OH:20])=O.CN(C(ON1[N:37]=[N:36][C:31]2C=[CH:33][CH:34]=[CH:35][C:30]1=2)=[N+](C)C)C.[B-](F)(F)(F)F.NN1CCCCC1.O. Product: [N:36]1([NH:37][C:18]([C:3]2[N:4]=[C:5]([C:7]3[CH:8]=[CH:9][C:10]([O:13][C:14]([F:15])([F:17])[F:16])=[CH:11][CH:12]=3)[NH:6][C:2]=2[CH3:1])=[O:20])[CH2:33][CH2:34][CH2:35][CH2:30][CH2:31]1. The catalyst class is: 3. (4) Reactant: [C:1]([C:5]1[CH:14]=[C:13]2[C:8]([CH:9]([OH:15])[CH2:10][CH2:11][O:12]2)=[CH:7][CH:6]=1)([CH3:4])([CH3:3])[CH3:2].C1C=C[NH+]=CC=1.[O-][Cr](Cl)(=O)=O. Product: [C:1]([C:5]1[CH:14]=[C:13]2[C:8]([C:9](=[O:15])[CH2:10][CH2:11][O:12]2)=[CH:7][CH:6]=1)([CH3:4])([CH3:2])[CH3:3]. The catalyst class is: 4. (5) Reactant: [C:1](#[N:3])[CH3:2].[H-].[Na+].[N:6]1([CH2:12][C:13]2[CH:22]=[CH:21][C:16]([C:17]([O:19]C)=O)=[CH:15][CH:14]=2)[CH2:11][CH2:10][O:9][CH2:8][CH2:7]1. Product: [N:6]1([CH2:12][C:13]2[CH:14]=[CH:15][C:16]([C:17](=[O:19])[CH2:2][C:1]#[N:3])=[CH:21][CH:22]=2)[CH2:7][CH2:8][O:9][CH2:10][CH2:11]1. The catalyst class is: 7. (6) Reactant: C(N(CC)CC)C.[CH3:8][N:9]([CH3:14])[S:10](Cl)(=[O:12])=[O:11].[CH3:15][C:16]([CH3:27])([CH2:25][CH3:26])[CH2:17][C:18]1[N:19]=[C:20]([CH3:24])[N:21]([OH:23])[CH:22]=1. Product: [CH3:15][C:16]([CH3:27])([CH2:25][CH3:26])[CH2:17][C:18]1[N:19]=[C:20]([CH3:24])[N:21]([O:23][S:10]([N:9]([CH3:14])[CH3:8])(=[O:12])=[O:11])[CH:22]=1. The catalyst class is: 2. (7) Product: [CH2:35]([O:8][C:3]([C:9]1[CH:14]=[CH:13][C:12]([N:15]2[CH2:16][CH2:17][N:18]([C:21]([O:23][C:24]([CH3:26])([CH3:25])[CH3:27])=[O:22])[CH2:19][CH2:20]2)=[C:11](/[CH:28]=[CH:29]\[CH3:30])[CH:10]=1)([C:4]([F:7])([F:6])[F:5])[C:2]([F:1])([F:31])[F:32])[C:36]1[CH:41]=[CH:40][CH:39]=[CH:38][CH:37]=1. The catalyst class is: 3. Reactant: [F:1][C:2]([F:32])([F:31])[C:3]([C:9]1[CH:14]=[CH:13][C:12]([N:15]2[CH2:20][CH2:19][N:18]([C:21]([O:23][C:24]([CH3:27])([CH3:26])[CH3:25])=[O:22])[CH2:17][CH2:16]2)=[C:11](/[CH:28]=[CH:29]\[CH3:30])[CH:10]=1)([OH:8])[C:4]([F:7])([F:6])[F:5].[H-].[Na+].[CH2:35](Br)[C:36]1[CH:41]=[CH:40][CH:39]=[CH:38][CH:37]=1.O. (8) Reactant: Cl[CH2:2][C:3]1[NH:7][C:6]2=[CH:8][S:9][CH:10]=[C:5]2[N:4]=1.[C:11]12([NH2:21])[CH2:20][CH:15]3[CH2:16][CH:17]([CH2:19][CH:13]([CH2:14]3)[CH2:12]1)[CH2:18]2. Product: [C:11]12([NH:21][CH2:2][C:3]3[NH:7][C:6]4=[CH:8][S:9][CH:10]=[C:5]4[N:4]=3)[CH2:18][CH:17]3[CH2:16][CH:15]([CH2:14][CH:13]([CH2:19]3)[CH2:12]1)[CH2:20]2. The catalyst class is: 16. (9) Reactant: [CH3:1][C:2]1[C:6]([C:7]2[CH:16]=[C:15]3[C:10]([C:11]([NH:26][CH:27]([CH3:31])[CH2:28][O:29][CH3:30])=[C:12]([NH:17][C:18]([CH:20]4[CH2:25][CH2:24][O:23][CH2:22][CH2:21]4)=O)[CH:13]=[N:14]3)=[CH:9][C:8]=2[O:32][CH3:33])=[C:5]([CH3:34])[O:4][N:3]=1.C1(C)C=CC(S(O)(=O)=O)=CC=1.O.C(=O)([O-])O.[Na+]. Product: [CH3:33][O:32][C:8]1[C:7]([C:6]2[C:2]([CH3:1])=[N:3][O:4][C:5]=2[CH3:34])=[CH:16][C:15]2[N:14]=[CH:13][C:12]3[N:17]=[C:18]([CH:20]4[CH2:25][CH2:24][O:23][CH2:22][CH2:21]4)[N:26]([CH:27]([CH3:31])[CH2:28][O:29][CH3:30])[C:11]=3[C:10]=2[CH:9]=1. The catalyst class is: 11. (10) Reactant: [F:1][C:2]1[CH:7]=[CH:6][C:5]([CH:8]=O)=[CH:4][N:3]=1.[NH2:10][C:11]1[CH:29]=[CH:28][CH:27]=[CH:26][C:12]=1[C:13]([NH:15][C:16]1[CH:21]=[CH:20][C:19]([CH:22]([CH2:24][CH3:25])[CH3:23])=[CH:18][CH:17]=1)=[O:14]. Product: [CH:22]([C:19]1[CH:20]=[CH:21][C:16]([N:15]2[C:13](=[O:14])[C:12]3[C:11](=[CH:29][CH:28]=[CH:27][CH:26]=3)[N:10]=[C:8]2[C:5]2[CH:4]=[N:3][C:2]([F:1])=[CH:7][CH:6]=2)=[CH:17][CH:18]=1)([CH2:24][CH3:25])[CH3:23]. The catalyst class is: 14.